This data is from Full USPTO retrosynthesis dataset with 1.9M reactions from patents (1976-2016). The task is: Predict the reactants needed to synthesize the given product. (1) Given the product [Br:1][C:2]1[CH:3]=[CH:4][C:5]2[N:14]=[C:13]([N:29]3[CH:28]=[N:27][CH:26]=[N:30]3)[CH2:12][N:11]3[C:7]([C:6]=2[CH:19]=1)=[N:8][C:9]([CH2:16][O:17][CH3:18])=[N:10]3, predict the reactants needed to synthesize it. The reactants are: [Br:1][C:2]1[CH:3]=[CH:4][C:5]2[NH:14][C:13](=O)[CH2:12][N:11]3[C:7](=[N:8][C:9]([CH2:16][O:17][CH3:18])=[N:10]3)[C:6]=2[CH:19]=1.ClC1C=CC2NC(=O)C[N:30]3[C:26](=[N:27][C:28](COC)=[N:29]3)C=2C=1. (2) Given the product [Cl:1][C:2]1[C:7]([Cl:8])=[CH:6][C:5]2[C:4]([CH:3]=1)=[N:10][S:19][N:9]=2, predict the reactants needed to synthesize it. The reactants are: [Cl:1][C:2]1[CH:3]=[C:4]([NH2:10])[C:5]([NH2:9])=[CH:6][C:7]=1[Cl:8].C(N(CC)CC)C.O=[S:19](Cl)Cl. (3) Given the product [Cl:35][C:31]1[CH:30]=[C:29]([C:26]([F:27])([F:28])[CH2:25][O:24][C:18]2[CH:17]=[C:16]([CH:21]=[CH:20][C:19]=2[O:22][CH3:23])[C:15]([NH:14][C:5]2([C:3]([OH:4])=[O:2])[CH2:6][C:7]3[C:12](=[CH:11][CH:10]=[CH:9][CH:8]=3)[CH2:13]2)=[O:36])[CH:34]=[CH:33][CH:32]=1, predict the reactants needed to synthesize it. The reactants are: C[O:2][C:3]([C:5]1([NH:14][C:15](=[O:36])[C:16]2[CH:21]=[CH:20][C:19]([O:22][CH3:23])=[C:18]([O:24][CH2:25][C:26]([C:29]3[CH:34]=[CH:33][CH:32]=[C:31]([Cl:35])[CH:30]=3)([F:28])[F:27])[CH:17]=2)[CH2:13][C:12]2[C:7](=[CH:8][CH:9]=[CH:10][CH:11]=2)[CH2:6]1)=[O:4].[OH-].[Li+].Cl. (4) Given the product [NH2:7][C:8]1[CH:9]=[C:10]([CH:11]=[CH:12][CH:13]=1)[O:14][C:15]1[CH:20]=[CH:19][C:18]([NH:21][C:22]2[C:23]3[N:30]([CH2:31][CH2:32][O:33][CH2:34][CH2:35][OH:36])[CH:29]=[CH:28][C:24]=3[N:25]=[CH:26][N:27]=2)=[CH:17][C:16]=1[Cl:37], predict the reactants needed to synthesize it. The reactants are: C(OC(=O)[NH:7][C:8]1[CH:13]=[CH:12][CH:11]=[C:10]([O:14][C:15]2[CH:20]=[CH:19][C:18]([NH:21][C:22]3[C:23]4[N:30]([CH2:31][CH2:32][O:33][CH2:34][CH2:35][OH:36])[CH:29]=[CH:28][C:24]=4[N:25]=[CH:26][N:27]=3)=[CH:17][C:16]=2[Cl:37])[CH:9]=1)(C)(C)C.Cl.C(OCC)(=O)C.[OH-].[Na+].O. (5) Given the product [F:1][C:2]1[CH:3]=[C:4]([CH:5]=[C:6]([F:12])[C:7]=1[O:8][CH:9]([CH3:11])[CH3:10])[CH2:13][O:14][C:16]1[CH:27]=[C:20]2[N:21]([CH3:26])[C@H:22]([CH3:25])[CH2:23][CH2:24][N:19]2[C:18](=[O:28])[N:17]=1, predict the reactants needed to synthesize it. The reactants are: [F:1][C:2]1[CH:3]=[C:4]([CH2:13][OH:14])[CH:5]=[C:6]([F:12])[C:7]=1[O:8][CH:9]([CH3:11])[CH3:10].Cl[C:16]1[CH:27]=[C:20]2[N:21]([CH3:26])[C@H:22]([CH3:25])[CH2:23][CH2:24][N:19]2[C:18](=[O:28])[N:17]=1. (6) Given the product [CH:25]1([C:28]#[C:29][C:2]2[S:3][CH:4]=[C:5]([CH2:7][O:8][N:9]=[C:10]([C:17]3[N:21]([CH3:22])[N:20]=[N:19][N:18]=3)[C:11]3[CH:16]=[CH:15][CH:14]=[CH:13][CH:12]=3)[N:6]=2)[CH2:27][CH2:26]1, predict the reactants needed to synthesize it. The reactants are: Br[C:2]1[S:3][CH:4]=[C:5]([CH2:7][O:8][N:9]=[C:10]([C:17]2[N:21]([CH3:22])[N:20]=[N:19][N:18]=2)[C:11]2[CH:16]=[CH:15][CH:14]=[CH:13][CH:12]=2)[N:6]=1.N#N.[CH:25]1([C:28]#[CH:29])[CH2:27][CH2:26]1.C(N(C(C)C)C(C)C)C. (7) Given the product [CH3:13][C:14]([S@:17](/[N:19]=[CH:11]/[C:5]1[CH:4]=[N:3][N:2]([CH3:1])[C:6]=1[C:7]([F:10])([F:9])[F:8])=[O:18])([CH3:16])[CH3:15], predict the reactants needed to synthesize it. The reactants are: [CH3:1][N:2]1[C:6]([C:7]([F:10])([F:9])[F:8])=[C:5]([CH:11]=O)[CH:4]=[N:3]1.[CH3:13][C:14]([S@:17]([NH2:19])=[O:18])([CH3:16])[CH3:15].C(OCC)(=O)C.C(OCC)(=O)C.CCCCCCC.